From a dataset of Reaction yield outcomes from USPTO patents with 853,638 reactions. Predict the reaction yield, written as a fraction of the theoretical maximum amount of product (1.0 means a 100% yield; for example, 0.34 means a 34% yield). (1) The reactants are Br[C:2]1[C:10]2[CH2:9][CH2:8][N:7]([C:11]3[CH:16]=[CH:15][C:14]([N:17]4[CH2:22][CH2:21][CH2:20][CH2:19][C:18]4=[O:23])=[CH:13][CH:12]=3)[C:6](=[O:24])[C:5]=2[N:4]([C:25]2[CH:30]=[CH:29][C:28]([O:31][CH3:32])=[CH:27][CH:26]=2)[N:3]=1.CNC.CC(C)([O-])C.[Na+].C1(P(C2CCCCC2)C2C=CC=CC=2C2C=CC=CC=2N(C)C)CCCCC1. The catalyst is C1(C)C=CC=CC=1.O1CCOCC1. The product is [CH3:32][O:31][C:28]1[CH:27]=[CH:26][C:25]([N:4]2[C:5]3[C:6](=[O:24])[N:7]([C:11]4[CH:16]=[CH:15][C:14]([N:17]5[CH2:22][CH2:21][CH2:20][CH2:19][C:18]5=[O:23])=[CH:13][CH:12]=4)[CH2:8][CH2:9][C:10]=3[CH:2]=[N:3]2)=[CH:30][CH:29]=1. The yield is 0.180. (2) The reactants are [C:1]([O:4][C@@H:5]1[C@@H:10]([O:11][C:12](=[O:14])[CH3:13])[C@H:9]([O:15][C:16](=[O:18])[CH3:17])[C@@H:8]([O:19]/[C:20](/[C:29]([O:31][CH2:32][CH3:33])=[O:30])=[CH:21]\[C:22]2[CH:27]=[CH:26][CH:25]=[CH:24][C:23]=2F)[O:7][C@H:6]1[CH2:34][O:35][C:36](=[O:38])[CH3:37])(=[O:3])[CH3:2].[CH3:39][O:40]C1C=C(CC(=O)C(OCC)=O)C=CC=1.[H-].[Na+].[Br-].C(O[C@@H]1[C@@H](OC(=O)C)[C@H](OC(=O)C)[C@@H](COC(=O)C)O[C@@H]1O)(=O)C. No catalyst specified. The product is [C:1]([O:4][C@@H:5]1[C@@H:10]([O:11][C:12](=[O:14])[CH3:13])[C@H:9]([O:15][C:16](=[O:18])[CH3:17])[C@@H:8]([O:19]/[C:20](/[C:29]([O:31][CH2:32][CH3:33])=[O:30])=[CH:21]\[C:22]2[CH:27]=[CH:26][CH:25]=[C:24]([O:40][CH3:39])[CH:23]=2)[O:7][C@H:6]1[CH2:34][O:35][C:36](=[O:38])[CH3:37])(=[O:3])[CH3:2]. The yield is 0.220. (3) The reactants are P(Cl)(Cl)(Cl)(Cl)[Cl:2].[CH3:7][C:8]([CH3:16])([C:13](=O)[CH3:14])[C:9]([O:11][CH3:12])=[O:10]. The catalyst is C(Cl)Cl.CN(C=O)C. The product is [Cl:2][C:13](=[CH2:14])[C:8]([CH3:16])([CH3:7])[C:9]([O:11][CH3:12])=[O:10]. The yield is 0.230. (4) The product is [NH2:1][C:4]1[CH:5]=[C:6]([N:10]2[CH2:15][CH2:14][N:13]([C:16]([O:17][C:18]([CH3:21])([CH3:20])[CH3:19])=[O:22])[CH2:12][CH2:11]2)[CH:7]=[CH:8][CH:9]=1. The catalyst is C(Cl)Cl.CN(C)C1C=CN=CC=1. The yield is 0.960. The reactants are [N+:1]([C:4]1[CH:5]=[C:6]([N:10]2[CH2:15][CH2:14][NH:13][CH2:12][CH2:11]2)[CH:7]=[CH:8][CH:9]=1)([O-])=O.[C:16](=O)([O:22]C(C)(C)C)[O:17][C:18]([CH3:21])([CH3:20])[CH3:19].C([O-])(O)=O.[Na+]. (5) The reactants are [CH3:1][O:2][C:3](=[O:32])[CH:4]([NH:17][C:18]([C:20]1[CH:25]=[CH:24][C:23]([C:26]2[CH:31]=[CH:30][CH:29]=[CH:28][CH:27]=2)=[CH:22][CH:21]=1)=O)[C:5](=O)[C:6]1[CH:11]=[CH:10][CH:9]=[C:8]([C:12]([F:15])([F:14])[F:13])[CH:7]=1.C([O-])(=O)C.[NH4+:37].C(O)(=O)C. The catalyst is CC1C=CC=CC=1C. The product is [CH3:1][O:2][C:3]([C:4]1[NH:17][C:18]([C:20]2[CH:25]=[CH:24][C:23]([C:26]3[CH:31]=[CH:30][CH:29]=[CH:28][CH:27]=3)=[CH:22][CH:21]=2)=[N:37][C:5]=1[C:6]1[CH:11]=[CH:10][CH:9]=[C:8]([C:12]([F:15])([F:14])[F:13])[CH:7]=1)=[O:32]. The yield is 0.590. (6) The reactants are Cl.[F:2][C:3]1[CH:8]=[CH:7][CH:6]=[CH:5][C:4]=1[CH:9]([NH:13][C:14]1[CH:19]=[CH:18][CH:17]=[CH:16][CH:15]=1)[C:10]([OH:12])=[O:11].[N:20]12[CH2:27][CH2:26][CH:23]([CH2:24][CH2:25]1)[C@@H:22](O)[CH2:21]2.N1(O)C2C=CC=CC=2N=N1.C1CCC(N=C=NC2CCCCC2)CC1. The catalyst is C1COCC1. The product is [N:20]12[CH2:27][CH2:26][CH:23]([CH2:24][CH2:25]1)[C@@H:22]([O:11][C:10](=[O:12])[CH:9]([C:4]1[CH:5]=[CH:6][CH:7]=[CH:8][C:3]=1[F:2])[NH:13][C:14]1[CH:19]=[CH:18][CH:17]=[CH:16][CH:15]=1)[CH2:21]2. The yield is 0.820.